Dataset: Full USPTO retrosynthesis dataset with 1.9M reactions from patents (1976-2016). Task: Predict the reactants needed to synthesize the given product. (1) Given the product [CH2:1]([O:8][N:9]1[C:14](=[O:15])[CH2:13][CH2:12][C@@H:11]([NH:16][C:17]2[N:18]=[CH:19][C:20](/[CH:23]=[CH:24]/[C:25]([NH:31][OH:32])=[O:26])=[N:21][CH:22]=2)[CH2:10]1)[C:2]1[CH:7]=[CH:6][CH:5]=[CH:4][CH:3]=1, predict the reactants needed to synthesize it. The reactants are: [CH2:1]([O:8][N:9]1[C:14](=[O:15])[CH2:13][CH2:12][C@@H:11]([NH:16][C:17]2[N:18]=[CH:19][C:20](/[CH:23]=[CH:24]/[C:25](OCC)=[O:26])=[N:21][CH:22]=2)[CH2:10]1)[C:2]1[CH:7]=[CH:6][CH:5]=[CH:4][CH:3]=1.Cl.[NH2:31][OH:32].C[O-].[Na+].Cl. (2) Given the product [CH2:1]([O:3][C:4]([C:5]1[C:14](=[O:15])[C:16]2[C:21](=[CH:20][CH:19]=[C:18]([Cl:23])[N:17]=2)[N:7]([CH:8]([CH2:12][OH:13])[CH:9]([CH3:11])[CH3:10])[CH:6]=1)=[O:24])[CH3:2], predict the reactants needed to synthesize it. The reactants are: [CH2:1]([O:3][C:4](=[O:24])[C:5]([C:14]([C:16]1[C:21](Cl)=[CH:20][CH:19]=[C:18]([Cl:23])[N:17]=1)=[O:15])=[CH:6][NH:7][C@H:8]([CH2:12][OH:13])[CH:9]([CH3:11])[CH3:10])[CH3:2].C(=O)([O-])[O-].[K+].[K+]. (3) Given the product [Br:1][C:2]1[CH:10]=[CH:9][CH:8]=[C:7]([F:11])[C:3]=1[C:4]([NH:49][CH2:48][CH:47]([O:50][CH3:51])[O:46][CH3:45])=[O:6], predict the reactants needed to synthesize it. The reactants are: [Br:1][C:2]1[CH:10]=[CH:9][CH:8]=[C:7]([F:11])[C:3]=1[C:4]([OH:6])=O.CN(C(ON1N=NC2C=CC=CC1=2)=[N+](C)C)C.F[P-](F)(F)(F)(F)F.CCN(C(C)C)C(C)C.[CH3:45][O:46][CH:47]([O:50][CH3:51])[CH2:48][NH2:49].